Dataset: HIV replication inhibition screening data with 41,000+ compounds from the AIDS Antiviral Screen. Task: Binary Classification. Given a drug SMILES string, predict its activity (active/inactive) in a high-throughput screening assay against a specified biological target. The drug is CC12c3c4ccc(C=O)c3Oc3ccc(C=O)c(c31)Oc1c(C=O)ccc(c12)O4. The result is 0 (inactive).